This data is from Catalyst prediction with 721,799 reactions and 888 catalyst types from USPTO. The task is: Predict which catalyst facilitates the given reaction. (1) Reactant: [CH3:1][O:2][CH2:3][CH2:4][CH2:5][C:6]([OH:8])=[O:7].CN(C(ON1N=NC2C=CC=CC1=2)=[N+](C)C)C.[B-](F)(F)(F)F.[CH2:31]([C:35]1[CH:36]=[C:37]2[C:42](=[C:43]([O:45][CH:46]3[CH2:51][CH2:50][N:49]([CH2:52][CH2:53][CH2:54][CH2:55][NH2:56])[CH2:48][CH2:47]3)[CH:44]=1)[N:41]=[CH:40][CH:39]=[CH:38]2)[CH2:32][CH2:33][CH3:34].C(N(CC)CC)C. Product: [CH:6]([OH:8])=[O:7].[CH2:31]([C:35]1[CH:36]=[C:37]2[C:42](=[C:43]([O:45][CH:46]3[CH2:51][CH2:50][N:49]([CH2:52][CH2:53][CH2:54][CH2:55][NH:56][C:6](=[O:8])[CH2:5][CH2:4][CH2:3][O:2][CH3:1])[CH2:48][CH2:47]3)[CH:44]=1)[N:41]=[CH:40][CH:39]=[CH:38]2)[CH2:32][CH2:33][CH3:34]. The catalyst class is: 121. (2) Reactant: CCN=C=NCCCN(C)C.Cl.[CH3:13][NH:14][CH2:15][C:16]1[S:24][C:23]2[N:22]=[CH:21][CH:20]=[CH:19][C:18]=2[CH:17]=1.[NH2:25][C:26]1[N:31]=[CH:30][C:29](/[CH:32]=[CH:33]/[C:34]([OH:36])=O)=[CH:28][CH:27]=1.C1C=CC2N(O)N=NC=2C=1.C(N(CC)CC)C. Product: [NH2:25][C:26]1[N:31]=[CH:30][C:29](/[CH:32]=[CH:33]/[C:34]([N:14]([CH3:13])[CH2:15][C:16]2[S:24][C:23]3[N:22]=[CH:21][CH:20]=[CH:19][C:18]=3[CH:17]=2)=[O:36])=[CH:28][CH:27]=1. The catalyst class is: 18. (3) Reactant: [CH3:1][C:2]1[CH:10]=[CH:9][C:5]([C:6]([OH:8])=O)=[CH:4][CH:3]=1.C(N(CC)CC)C.[NH2:18][C:19]1[CH:24]=[CH:23][CH:22]=[CH:21][CH:20]=1. Product: [CH3:1][C:2]1[CH:3]=[CH:4][C:5]([C:6]([NH:18][C:19]2[CH:24]=[CH:23][CH:22]=[CH:21][CH:20]=2)=[O:8])=[CH:9][CH:10]=1. The catalyst class is: 309.